From a dataset of Forward reaction prediction with 1.9M reactions from USPTO patents (1976-2016). Predict the product of the given reaction. (1) Given the reactants Br[C:2]1[CH:3]=[C:4]([CH:7]=[CH:8][CH:9]=1)[CH:5]=[O:6].[CH3:10][O:11][C:12]1[CH:17]=[CH:16][C:15](B(O)O)=[CH:14][N:13]=1, predict the reaction product. The product is: [CH3:10][O:11][C:12]1[N:13]=[CH:14][C:15]([C:2]2[CH:3]=[C:4]([CH:7]=[CH:8][CH:9]=2)[CH:5]=[O:6])=[CH:16][CH:17]=1. (2) Given the reactants ClC1C=CC(OCC2C=CC=CC=2)=C(C2C=CC=CC=2[B:14]([OH:16])[OH:15])C=1.Br[C:26]1[CH:31]=[CH:30][CH:29]=[CH:28][C:27]=1[C:32]1[CH:37]=[C:36]([C:38]([F:41])([F:40])[F:39])[CH:35]=[CH:34][C:33]=1[O:42][CH2:43][C:44]1[CH:49]=[CH:48][C:47]([F:50])=[CH:46][CH:45]=1, predict the reaction product. The product is: [F:50][C:47]1[CH:48]=[CH:49][C:44]([CH2:43][O:42][C:33]2[CH:34]=[CH:35][C:36]([C:38]([F:41])([F:40])[F:39])=[CH:37][C:32]=2[C:27]2[CH:28]=[CH:29][CH:30]=[CH:31][C:26]=2[B:14]([OH:16])[OH:15])=[CH:45][CH:46]=1. (3) Given the reactants C(OC([N:8]([C:25]1[CH:30]=[CH:29][N:28]=[C:27](Cl)[N:26]=1)[C:9]1[CH:10]=[C:11]2[C:15](=[CH:16][CH:17]=1)[N:14](C(OC(C)(C)C)=O)[N:13]=[CH:12]2)=O)(C)(C)C.C([O-])([O-])=O.[Na+].[Na+].CC(OC(OC(OC(C)(C)C)=O)=O)(C)C.[CH3:53][O:54][CH2:55][CH2:56][O:57][C:58]1[CH:59]=[C:60](B2OC(C)(C)C(C)(C)O2)[CH:61]=[CH:62][CH:63]=1, predict the reaction product. The product is: [CH3:53][O:54][CH2:55][CH2:56][O:57][C:58]1[CH:63]=[C:62]([C:27]2[N:26]=[C:25]([NH:8][C:9]3[CH:10]=[C:11]4[C:15](=[CH:16][CH:17]=3)[NH:14][N:13]=[CH:12]4)[CH:30]=[CH:29][N:28]=2)[CH:61]=[CH:60][CH:59]=1. (4) Given the reactants [OH:1][CH:2](CO)[CH2:3][C:4]1[C:5]([O:13][CH3:14])=[CH:6][C:7]([F:12])=[C:8]([CH:11]=1)[C:9]#[N:10], predict the reaction product. The product is: [F:12][C:7]1[CH:6]=[C:5]([O:13][CH3:14])[C:4]([CH2:3][CH:2]=[O:1])=[CH:11][C:8]=1[C:9]#[N:10]. (5) Given the reactants [CH:1]1([NH:4][CH:5]2[CH2:10][CH2:9][N:8]([C:11]3[O:15][N:14]=[C:13]([CH:16]([CH3:18])[CH3:17])[N:12]=3)[CH2:7][CH2:6]2)[CH2:3][CH2:2]1.[F:19][C:20]1[CH:21]=[C:22]([CH:26]=[CH:27][C:28]=1[N:29]1[CH:33]=[N:32][CH:31]=[N:30]1)[C:23](O)=[O:24], predict the reaction product. The product is: [CH:1]1([N:4]([CH:5]2[CH2:10][CH2:9][N:8]([C:11]3[O:15][N:14]=[C:13]([CH:16]([CH3:18])[CH3:17])[N:12]=3)[CH2:7][CH2:6]2)[C:23](=[O:24])[C:22]2[CH:26]=[CH:27][C:28]([N:29]3[CH:33]=[N:32][CH:31]=[N:30]3)=[C:20]([F:19])[CH:21]=2)[CH2:2][CH2:3]1. (6) Given the reactants [C:1]([C:5]1[CH:6]=[C:7]([NH:26][C:27]([NH:29][C@@H:30]2[C:39]3[C:34](=[CH:35][CH:36]=[CH:37][CH:38]=3)[C@H:33]([O:40][C:41]3[CH:42]=[CH:43][C:44]4[N:45]([C:47]([N:50]([CH:54]([CH3:56])[CH3:55])[CH:51]([CH3:53])[CH3:52])=[N:48][N:49]=4)[CH:46]=3)[CH2:32][CH2:31]2)=[O:28])[N:8]([C:10]2[CH:15]=[CH:14][CH:13]=[C:12]([O:16][CH2:17][CH2:18][O:19]C3CCCCO3)[CH:11]=2)[N:9]=1)([CH3:4])([CH3:3])[CH3:2].C1(C)C=CC(S([O-])(=O)=O)=CC=1.[NH+]1C=CC=CC=1, predict the reaction product. The product is: [C:1]([C:5]1[CH:6]=[C:7]([NH:26][C:27]([NH:29][C@@H:30]2[C:39]3[C:34](=[CH:35][CH:36]=[CH:37][CH:38]=3)[C@H:33]([O:40][C:41]3[CH:42]=[CH:43][C:44]4[N:45]([C:47]([N:50]([CH:51]([CH3:53])[CH3:52])[CH:54]([CH3:55])[CH3:56])=[N:48][N:49]=4)[CH:46]=3)[CH2:32][CH2:31]2)=[O:28])[N:8]([C:10]2[CH:15]=[CH:14][CH:13]=[C:12]([O:16][CH2:17][CH2:18][OH:19])[CH:11]=2)[N:9]=1)([CH3:4])([CH3:2])[CH3:3]. (7) Given the reactants C[O:2][C:3]([C:5]1[N:6]=[CH:7][N:8]([C:10]2[CH:15]=[CH:14][CH:13]=[C:12]([N+:16]([O-:18])=[O:17])[CH:11]=2)[CH:9]=1)=[O:4].[OH-].[Na+], predict the reaction product. The product is: [N+:16]([C:12]1[CH:11]=[C:10]([N:8]2[CH:9]=[C:5]([C:3]([OH:4])=[O:2])[N:6]=[CH:7]2)[CH:15]=[CH:14][CH:13]=1)([O-:18])=[O:17].